From a dataset of Catalyst prediction with 721,799 reactions and 888 catalyst types from USPTO. Predict which catalyst facilitates the given reaction. Reactant: C[CH:2]([C:4]1[C:5]([C:14]2[CH:19]=[CH:18][CH:17]=[CH:16][C:15]=2[S:20]([CH3:23])(=[O:22])=[O:21])=[N:6][C:7]2[C:12]([CH:13]=1)=[N:11][CH:10]=[CH:9][CH:8]=2)[OH:3].[Cr](O[Cr]([O-])(=O)=O)([O-])(=O)=O.[NH+]1C=CC=CC=1.[NH+]1C=CC=CC=1. Product: [CH3:23][S:20]([C:15]1[CH:16]=[CH:17][CH:18]=[CH:19][C:14]=1[C:5]1[C:4]([CH:2]=[O:3])=[CH:13][C:12]2[C:7](=[CH:8][CH:9]=[CH:10][N:11]=2)[N:6]=1)(=[O:21])=[O:22]. The catalyst class is: 2.